Dataset: Forward reaction prediction with 1.9M reactions from USPTO patents (1976-2016). Task: Predict the product of the given reaction. (1) Given the reactants [Br:1][C:2]1[CH:7]=[CH:6][C:5]([N:8]2[CH2:13][CH2:12][CH:11]([NH:14]C(=O)OC(C)(C)C)[CH2:10][CH2:9]2)=[CH:4][CH:3]=1.FC(F)(F)C(O)=O, predict the reaction product. The product is: [Br:1][C:2]1[CH:7]=[CH:6][C:5]([N:8]2[CH2:9][CH2:10][CH:11]([NH2:14])[CH2:12][CH2:13]2)=[CH:4][CH:3]=1. (2) Given the reactants [CH3:1][O:2][C:3]1[CH:4]=[N:5][CH:6]=[C:7]([O:9][CH3:10])[CH:8]=1.[Li+].CC([N-]C(C)C)C.[C:19](=[O:21])=[O:20], predict the reaction product. The product is: [CH3:10][O:9][C:7]1[CH:6]=[N:5][CH:4]=[C:3]([O:2][CH3:1])[C:8]=1[C:19]([OH:21])=[O:20].